This data is from Full USPTO retrosynthesis dataset with 1.9M reactions from patents (1976-2016). The task is: Predict the reactants needed to synthesize the given product. (1) Given the product [CH2:1]([O:3][C:4]([C@H:6]1[CH2:8][C@@H:7]1[C:9]1[CH:35]=[CH:34][C:12]([O:13][C@H:14]2[C:22]3[C:17](=[C:18]([O:24][C:25]4[CH:33]=[CH:32][C:28]([C:29](=[O:30])[NH:42][CH3:39])=[CH:27][CH:26]=4)[CH:19]=[CH:20][C:21]=3[F:23])[CH2:16][CH2:15]2)=[CH:11][CH:10]=1)=[O:5])[CH3:2], predict the reactants needed to synthesize it. The reactants are: [CH2:1]([O:3][C:4]([C@H:6]1[CH2:8][C@@H:7]1[C:9]1[CH:35]=[CH:34][C:12]([O:13][C@H:14]2[C:22]3[C:17](=[C:18]([O:24][C:25]4[CH:33]=[CH:32][C:28]([C:29](O)=[O:30])=[CH:27][CH:26]=4)[CH:19]=[CH:20][C:21]=3[F:23])[CH2:16][CH2:15]2)=[CH:11][CH:10]=1)=[O:5])[CH3:2].Cl.CN.[CH:39]([N:42](CC)C(C)C)(C)C.[B-](F)(F)(F)F.CN(C(ON1N=NC2C1=CC=CC=2)=[N+](C)C)C. (2) Given the product [N:23]1[N:24]=[C:25]([SH:32]=[C:19]2[CH:18]=[CH:17][C:15]3=[N:16][CH:12]([NH:11][C:9]([CH:6]4[CH2:7][CH2:8]4)=[O:10])[S:13][C:14]3=[CH:20]2)[N:26]2[CH:31]=[CH:30][CH:29]=[CH:28][C:27]=12, predict the reactants needed to synthesize it. The reactants are: F[B-](F)(F)F.[CH:6]1([C:9]([NH:11][C:12]2[S:13][C:14]3[CH:20]=[C:19]([N+]#N)[CH:18]=[CH:17][C:15]=3[N:16]=2)=[O:10])[CH2:8][CH2:7]1.[N:23]1[N:24]=[C:25]([SH:32])[N:26]2[CH:31]=[CH:30][CH:29]=[CH:28][C:27]=12.C(=O)([O-])O.[Na+].C(#N)C. (3) Given the product [BrH:31].[CH3:1][C:2]1[C:3]([N:9]2[CH2:10][CH2:11][N:12]([C:15]([C:17]3[CH:22]=[CH:21][C:20]([N:23]4[CH2:27][CH2:26][CH2:25][S:24]4(=[O:29])=[O:28])=[CH:19][C:18]=3[CH3:30])=[O:16])[CH2:13][CH2:14]2)=[N:4][CH:5]=[C:6]([CH3:8])[CH:7]=1, predict the reactants needed to synthesize it. The reactants are: [CH3:1][C:2]1[C:3]([N:9]2[CH2:14][CH2:13][N:12]([C:15]([C:17]3[CH:22]=[CH:21][C:20]([N:23]4[CH2:27][CH2:26][CH2:25][S:24]4(=[O:29])=[O:28])=[CH:19][C:18]=3[CH3:30])=[O:16])[CH2:11][CH2:10]2)=[N:4][CH:5]=[C:6]([CH3:8])[CH:7]=1.[BrH:31].C(O)(=O)C.O1CCCC1. (4) Given the product [CH3:14][C@H:9]1[CH2:10][O:11][CH2:12][CH2:13][N:8]1[C:6]1[CH:5]=[C:4]([CH2:15][S:16]([CH3:19])(=[O:18])=[O:17])[N:3]=[C:2]([C:26]2[CH:27]=[C:28]3[C:23]([CH:22]=[CH:21][NH:20]3)=[CH:24][CH:25]=2)[N:7]=1, predict the reactants needed to synthesize it. The reactants are: Cl[C:2]1[N:7]=[C:6]([N:8]2[CH2:13][CH2:12][O:11][CH2:10][C@@H:9]2[CH3:14])[CH:5]=[C:4]([CH2:15][S:16]([CH3:19])(=[O:18])=[O:17])[N:3]=1.[NH:20]1[C:28]2[C:23](=[CH:24][CH:25]=[C:26](B(O)O)[CH:27]=2)[CH:22]=[CH:21]1.C(=O)([O-])O.[Na+]. (5) The reactants are: [NH2:1][C:2]1[C:3]2[C:4](=[O:20])[C:5]([C:17]([OH:19])=[O:18])=[CH:6][N:7]([CH2:15][CH3:16])[C:8]=2[CH:9]=[C:10]2[O:14][CH2:13][O:12][C:11]=12.[ClH:21].[N:22]([O-])=O.[Na+]. Given the product [C:17]([C:5]1[C:4](=[O:20])[C:3]2[C:2]([N+:1]#[N:22])=[C:11]3[O:12][CH2:13][O:14][C:10]3=[CH:9][C:8]=2[N:7]([CH2:15][CH3:16])[CH:6]=1)([OH:19])=[O:18].[Cl-:21], predict the reactants needed to synthesize it. (6) The reactants are: [CH3:1][N:2]([CH2:4][C:5]1[CH:6]=[C:7]([CH2:12][OH:13])[CH:8]=[C:9]([F:11])[CH:10]=1)[CH3:3]. Given the product [CH3:3][N:2]([CH2:4][C:5]1[CH:6]=[C:7]([CH:8]=[C:9]([F:11])[CH:10]=1)[CH:12]=[O:13])[CH3:1], predict the reactants needed to synthesize it. (7) Given the product [Cl:1][C:2]1[C:10]([Cl:11])=[C:9]([CH3:12])[CH:8]=[CH:7][C:3]=1[C:4]([Cl:15])=[O:5], predict the reactants needed to synthesize it. The reactants are: [Cl:1][C:2]1[C:10]([Cl:11])=[C:9]([CH3:12])[CH:8]=[CH:7][C:3]=1[C:4](O)=[O:5].S(Cl)([Cl:15])=O. (8) Given the product [F:46][C:47]1[CH:52]=[C:51]([C:53]2[CH:54]=[C:55]3[C:61]([C:62]4[CH:63]=[N:64][N:65]([CH2:67][C:68]5[CH:73]=[CH:72][CH:71]=[C:70]([F:74])[CH:69]=5)[CH:66]=4)=[CH:60][NH:59][C:56]3=[N:57][CH:58]=2)[CH:50]=[CH:49][C:48]=1[CH:85]1[CH2:86][CH2:87][N:88]([C:91]([O:93][C:94]([CH3:97])([CH3:96])[CH3:95])=[O:92])[CH2:89][CH2:90]1, predict the reactants needed to synthesize it. The reactants are: Cl.FC1C=C(C=CC=1)CN1C=C(C2C3C(=NC=C(C4C=CC(C5CCNCC5)=CC=4)C=3)N(S(C3C=CC(C)=CC=3)(=O)=O)C=2)C=N1.[F:46][C:47]1[CH:52]=[C:51]([C:53]2[CH:54]=[C:55]3[C:61]([C:62]4[CH:63]=[N:64][N:65]([CH2:67][C:68]5[CH:73]=[CH:72][CH:71]=[C:70]([F:74])[CH:69]=5)[CH:66]=4)=[CH:60][N:59](S(C4C=CC(C)=CC=4)(=O)=O)[C:56]3=[N:57][CH:58]=2)[CH:50]=[CH:49][C:48]=1[CH:85]1[CH2:90][CH2:89][N:88]([C:91]([O:93][C:94]([CH3:97])([CH3:96])[CH3:95])=[O:92])[CH2:87][CH2:86]1.[OH-].[Li+].